Dataset: Full USPTO retrosynthesis dataset with 1.9M reactions from patents (1976-2016). Task: Predict the reactants needed to synthesize the given product. Given the product [Cl:1][C:2]1[N:10]=[C:9]2[C:5]([N:6]=[CH:7][N:8]2[CH:11]2[CH2:16][CH2:15][CH2:14][CH2:13][O:12]2)=[C:4]([C:22]2[CH:21]=[CH:20][C:19]([Cl:18])=[CH:24][C:23]=2[Cl:25])[N:3]=1, predict the reactants needed to synthesize it. The reactants are: [Cl:1][C:2]1[N:10]=[C:9]2[C:5]([N:6]=[CH:7][N:8]2[CH:11]2[CH2:16][CH2:15][CH2:14][CH2:13][O:12]2)=[C:4](Cl)[N:3]=1.[Cl:18][C:19]1[CH:24]=[C:23]([Cl:25])[CH:22]=[CH:21][C:20]=1B(O)O.C(=O)([O-])[O-].[K+].[K+].[Cl-].[Na+].